This data is from CYP2C9 inhibition data for predicting drug metabolism from PubChem BioAssay. The task is: Regression/Classification. Given a drug SMILES string, predict its absorption, distribution, metabolism, or excretion properties. Task type varies by dataset: regression for continuous measurements (e.g., permeability, clearance, half-life) or binary classification for categorical outcomes (e.g., BBB penetration, CYP inhibition). Dataset: cyp2c9_veith. (1) The molecule is Cc1cc(C)n(-c2nc(NCC(C)O)c3c4c(sc3n2)COC(C)(C)C4)n1. The result is 1 (inhibitor). (2) The molecule is Cc1ccc(S(=O)(=O)O)cc1.Cc1ccc(S(=O)(=O)OC2CCN(C)CC2)cc1. The result is 0 (non-inhibitor).